Dataset: Full USPTO retrosynthesis dataset with 1.9M reactions from patents (1976-2016). Task: Predict the reactants needed to synthesize the given product. Given the product [Cl:17][CH2:18][C:19]([C:20]1[CH2:3][CH:2]([CH2:1][O:4][CH2:5][N:6]2[C:14](=[O:15])[C:13]3[C:8](=[CH:9][CH:10]=[CH:11][CH:12]=3)[C:7]2=[O:16])[O:22][N:21]=1)=[O:24], predict the reactants needed to synthesize it. The reactants are: [CH2:1]([O:4][CH2:5][N:6]1[C:14](=[O:15])[C:13]2[C:8](=[CH:9][CH:10]=[CH:11][CH:12]=2)[C:7]1=[O:16])[CH:2]=[CH2:3].[Cl:17][CH2:18][C:19](=[O:24])[C:20](Cl)=[N:21][OH:22].C(=O)([O-])[O-].[Na+].[Na+].